This data is from Catalyst prediction with 721,799 reactions and 888 catalyst types from USPTO. The task is: Predict which catalyst facilitates the given reaction. The catalyst class is: 9. Product: [C:1]([O:5][C:6](=[O:35])[CH2:7][O:8][C:9]1[C:18]2[CH2:17][CH2:16][CH2:15][C@@H:14]([N:19]([S:21]([C:24]3[CH:29]=[C:28]([C:30]([F:32])([F:31])[F:33])[CH:27]=[C:26]([S:43][C:40]4[CH:41]=[CH:42][C:37]([Cl:36])=[CH:38][CH:39]=4)[CH:25]=3)(=[O:23])=[O:22])[CH3:20])[C:13]=2[CH:12]=[CH:11][CH:10]=1)([CH3:2])([CH3:4])[CH3:3]. Reactant: [C:1]([O:5][C:6](=[O:35])[CH2:7][O:8][C:9]1[C:18]2[CH2:17][CH2:16][CH2:15][C@@H:14]([N:19]([S:21]([C:24]3[CH:29]=[C:28]([C:30]([F:33])([F:32])[F:31])[CH:27]=[C:26](F)[CH:25]=3)(=[O:23])=[O:22])[CH3:20])[C:13]=2[CH:12]=[CH:11][CH:10]=1)([CH3:4])([CH3:3])[CH3:2].[Cl:36][C:37]1[CH:42]=[CH:41][C:40]([SH:43])=[CH:39][CH:38]=1.C(=O)([O-])[O-].[K+].[K+].Cl.